Task: Predict the reactants needed to synthesize the given product.. Dataset: Full USPTO retrosynthesis dataset with 1.9M reactions from patents (1976-2016) (1) Given the product [CH2:30]([O:29][C:22]1[CH:21]=[C:20]([C:18](=[O:19])[CH2:17][CH2:16][C:15]([NH:14][C:4]2[CH:3]=[C:2]([C:66]3[CH:67]=[C:68]([CH:72]=[CH:73][CH:74]=3)[C:69]([OH:71])=[O:70])[CH:7]=[C:6]([C:8]3[CH:13]=[CH:12][CH:11]=[CH:10][CH:9]=3)[N:5]=2)=[O:32])[CH:25]=[CH:24][C:23]=1[O:26][CH2:27][CH3:28])[CH3:31], predict the reactants needed to synthesize it. The reactants are: Cl[C:2]1[CH:7]=[C:6]([C:8]2[CH:13]=[CH:12][CH:11]=[CH:10][CH:9]=2)[N:5]=[C:4]([NH:14][C:15](=[O:32])[CH2:16][CH2:17][C:18]([C:20]2[CH:25]=[CH:24][C:23]([O:26][CH2:27][CH3:28])=[C:22]([O:29][CH2:30][CH3:31])[CH:21]=2)=[O:19])[CH:3]=1.C1(C2C=CC=CC=2)C=CC=CC=1P(C1CCCCC1)C1CCCCC1.C(=O)([O-])[O-].[K+].[K+].OB(O)[C:66]1[CH:67]=[C:68]([CH:72]=[CH:73][CH:74]=1)[C:69]([OH:71])=[O:70]. (2) Given the product [CH3:19][S:20]([O:11][CH2:10][CH:2]1[O:3][C:4]2=[N:5][CH:6]=[CH:7][CH:8]=[C:9]2[O:1]1)(=[O:22])=[O:21], predict the reactants needed to synthesize it. The reactants are: [O:1]1[C:9]2[C:4](=[N:5][CH:6]=[CH:7][CH:8]=2)[O:3][CH:2]1[CH2:10][OH:11].C(N(CC)CC)C.[CH3:19][S:20](Cl)(=[O:22])=[O:21]. (3) The reactants are: [CH2:1]([O:3][C:4]([C:6]1[O:7][C:8]([C:11]2[NH:12][C:13]3[C:18]([CH:19]=2)=[CH:17][C:16]([S:20]([CH3:23])(=[O:22])=[O:21])=[CH:15][CH:14]=3)=[CH:9][CH:10]=1)=[O:5])[CH3:2].[H-].[Na+].[F:26][C:27]1[CH:34]=[CH:33][C:30]([CH2:31]Br)=[CH:29][CH:28]=1.O. Given the product [CH2:1]([O:3][C:4]([C:6]1[O:7][C:8]([C:11]2[N:12]([CH2:31][C:30]3[CH:33]=[CH:34][C:27]([F:26])=[CH:28][CH:29]=3)[C:13]3[C:18]([CH:19]=2)=[CH:17][C:16]([S:20]([CH3:23])(=[O:22])=[O:21])=[CH:15][CH:14]=3)=[CH:9][CH:10]=1)=[O:5])[CH3:2], predict the reactants needed to synthesize it. (4) The reactants are: [C:1]([O:5][C:6]([NH:8][C:9]([CH3:14])([CH3:13])[C:10]([OH:12])=O)=[O:7])([CH3:4])([CH3:3])[CH3:2].[F:15][C:16]1[CH:21]=[CH:20][C:19]([C:22]2[N:23]=[C:24]([NH2:33])[S:25][C:26]=2[N:27]2[CH2:32][CH2:31][O:30][CH2:29][CH2:28]2)=[CH:18][CH:17]=1.CN(C(ON1N=NC2C=CC=NC1=2)=[N+](C)C)C.F[P-](F)(F)(F)(F)F. Given the product [C:1]([O:5][C:6](=[O:7])[NH:8][C:9]([C:10](=[O:12])[NH:33][C:24]1[S:25][C:26]([N:27]2[CH2:32][CH2:31][O:30][CH2:29][CH2:28]2)=[C:22]([C:19]2[CH:20]=[CH:21][C:16]([F:15])=[CH:17][CH:18]=2)[N:23]=1)([CH3:14])[CH3:13])([CH3:2])([CH3:3])[CH3:4], predict the reactants needed to synthesize it. (5) Given the product [Cl:42][C:40]1[CH:39]=[C:38]([C:43]2([C:73]([F:74])([F:76])[F:75])[O:47][N:46]=[C:45]([C:48]3[C:57]4[C:52](=[CH:53][CH:54]=[CH:55][CH:56]=4)[C:51]([C:58]([NH:60][CH2:61][CH2:62][S:63]([CH3:72])=[O:64])=[O:59])=[CH:50][CH:49]=3)[CH2:44]2)[CH:37]=[C:36]([Cl:35])[CH:41]=1, predict the reactants needed to synthesize it. The reactants are: ClC1C=C(C2(C(F)(F)F)ON=C(C3C4C(=CC=CC=4)C(C(NCCSC)=O)=CC=3)C2)C=C(Cl)C=1.[Cl:35][C:36]1[CH:37]=[C:38]([C:43]2([C:73]([F:76])([F:75])[F:74])[O:47][N:46]=[C:45]([C:48]3[C:57]4[C:52](=[CH:53][CH:54]=[CH:55][CH:56]=4)[C:51]([C:58]([NH:60][CH2:61][CH2:62][S:63]([CH3:72])(=NC(=O)C(F)(F)F)=[O:64])=[O:59])=[CH:50][CH:49]=3)[CH2:44]2)[CH:39]=[C:40]([Cl:42])[CH:41]=1.C1C=C(Cl)C=C(C(OO)=O)C=1. (6) The reactants are: [C:1]1([CH:7]([NH2:9])[CH3:8])[CH:6]=[CH:5][CH:4]=[CH:3][CH:2]=1.[CH2:10]([CH:12]1[O:14][CH2:13]1)Cl. Given the product [C:1]1([CH:7]([NH:9][CH2:10][CH:12]([OH:14])[CH2:13][NH:9][CH:7]([C:1]2[CH:6]=[CH:5][CH:4]=[CH:3][CH:2]=2)[CH3:8])[CH3:8])[CH:6]=[CH:5][CH:4]=[CH:3][CH:2]=1, predict the reactants needed to synthesize it. (7) Given the product [CH2:3]([O:21][CH:28]([CH2:29][CH3:30])[C:27]([O:26][C:22]([CH3:25])([CH3:24])[CH3:23])=[O:32])[CH2:4]/[CH:5]=[CH:6]\[CH2:7]/[CH:8]=[CH:9]\[CH2:10]/[CH:11]=[CH:12]\[CH2:13]/[CH:14]=[CH:15]\[CH2:16]/[CH:17]=[CH:18]\[CH2:19][CH3:20], predict the reactants needed to synthesize it. The reactants are: [OH-].[Na+].[CH2:3]([OH:21])[CH2:4]/[CH:5]=[CH:6]\[CH2:7]/[CH:8]=[CH:9]\[CH2:10]/[CH:11]=[CH:12]\[CH2:13]/[CH:14]=[CH:15]\[CH2:16]/[CH:17]=[CH:18]\[CH2:19][CH3:20].[C:22]([O:26][C:27](=[O:32])[CH:28](Br)[CH2:29][CH3:30])([CH3:25])([CH3:24])[CH3:23].O. (8) Given the product [Cl:10][C:11]1[CH:12]=[CH:13][C:14]([O:25][CH2:26][C:27]2[CH:32]=[CH:31][CH:30]=[CH:29][CH:28]=2)=[C:15]([CH2:17][C:18]2[N:23]=[C:22]([NH:24][C:7]([CH:4]3[CH2:3][CH2:2][O:1][CH2:6][CH2:5]3)=[O:9])[CH:21]=[CH:20][CH:19]=2)[CH:16]=1, predict the reactants needed to synthesize it. The reactants are: [O:1]1[CH2:6][CH2:5][CH:4]([C:7]([OH:9])=O)[CH2:3][CH2:2]1.[Cl:10][C:11]1[CH:12]=[CH:13][C:14]([O:25][CH2:26][C:27]2[CH:32]=[CH:31][CH:30]=[CH:29][CH:28]=2)=[C:15]([CH2:17][C:18]2[N:23]=[C:22]([NH2:24])[CH:21]=[CH:20][CH:19]=2)[CH:16]=1.CCN=C=NCCCN(C)C.C1C=CC2N(O)N=NC=2C=1. (9) Given the product [Br:20][C:21]1[CH:26]=[CH:25][C:24]([O:5][CH2:6][CH:7]2[CH2:12][CH2:11][N:10]([C:13]([O:15][C:16]([CH3:19])([CH3:18])[CH3:17])=[O:14])[CH2:9][CH2:8]2)=[CH:23][C:22]=1[F:28], predict the reactants needed to synthesize it. The reactants are: CS([O:5][CH2:6][CH:7]1[CH2:12][CH2:11][N:10]([C:13]([O:15][C:16]([CH3:19])([CH3:18])[CH3:17])=[O:14])[CH2:9][CH2:8]1)(=O)=O.[Br:20][C:21]1[CH:26]=[CH:25][C:24](O)=[CH:23][C:22]=1[F:28].C([O-])([O-])=O.[K+].[K+].[NH4+].[Cl-].